Dataset: Peptide-MHC class II binding affinity with 134,281 pairs from IEDB. Task: Regression. Given a peptide amino acid sequence and an MHC pseudo amino acid sequence, predict their binding affinity value. This is MHC class II binding data. (1) The peptide sequence is TEDQAMEDIKQMEAE. The MHC is HLA-DPA10201-DPB10501 with pseudo-sequence HLA-DPA10201-DPB10501. The binding affinity (normalized) is 0.129. (2) The binding affinity (normalized) is 0.688. The MHC is HLA-DQA10102-DQB10602 with pseudo-sequence HLA-DQA10102-DQB10602. The peptide sequence is INEPTAAACAYGLDR.